This data is from Catalyst prediction with 721,799 reactions and 888 catalyst types from USPTO. The task is: Predict which catalyst facilitates the given reaction. (1) Reactant: [C:1]([OH:13])(=[O:12])[CH2:2][C:3]([CH2:8][C:9]([OH:11])=[O:10])([C:5]([OH:7])=[O:6])[OH:4].[Ca:14]. Product: [C:1]([O-:13])(=[O:12])[CH2:2][C:3]([CH2:8][C:9]([O-:11])=[O:10])([C:5]([O-:7])=[O:6])[OH:4].[Ca+2:14].[C:1]([O-:13])(=[O:12])[CH2:2][C:3]([CH2:8][C:9]([O-:11])=[O:10])([C:5]([O-:7])=[O:6])[OH:4].[Ca+2:14].[Ca+2:14].[Ca:14].[C:1]([O-:13])(=[O:12])[CH2:2][C:3]([CH2:8][C:9]([O-:11])=[O:10])([C:5]([O-:7])=[O:6])[OH:4]. The catalyst class is: 6. (2) Reactant: [Br:1][CH2:2][CH2:3][CH2:4][CH:5]=[CH2:6].[CH3:7][C@@:8]12[C@H:18]3[CH2:19][CH2:20][C@:21]4([CH3:31])[C@@:25]5([O:30]C(=O)CC5)[CH2:24][CH2:23][C@H:22]4[C@@H:17]3[CH:16]=[CH:15][C:14]1=[CH:13][C:11](=[O:12])[CH2:10][CH2:9]2.C[Si](Cl)(C)C. Product: [Br:1][CH2:2][CH2:3][CH2:4][CH2:5][CH2:6][C@@H:9]1[C@@:8]2([CH3:7])[C:14]([CH2:15][CH2:16][C@@H:17]3[C@@H:18]2[CH2:19][CH2:20][C@@:21]2([CH3:31])[C@H:22]3[CH2:23][CH2:24][C:25]2=[O:30])=[CH:13][C:11](=[O:12])[CH2:10]1. The catalyst class is: 158. (3) The catalyst class is: 8. Product: [F:15][C:9]1[CH:8]=[C:7]([C:5]2[N:28]([C:25]3[CH:26]=[CH:27][C:22]([F:21])=[CH:23][CH:24]=3)[N:29]=[C:3]([C:2]([F:18])([F:17])[F:1])[CH:4]=2)[CH:12]=[CH:11][C:10]=1[S:13][CH3:14]. Reactant: [F:1][C:2]([F:18])([F:17])[C:3](=O)[CH2:4][C:5]([C:7]1[CH:12]=[CH:11][C:10]([S:13][CH3:14])=[C:9]([F:15])[CH:8]=1)=O.Cl.Cl.[F:21][C:22]1[CH:27]=[CH:26][C:25]([NH:28][NH2:29])=[CH:24][CH:23]=1. (4) Reactant: [CH3:1][O:2][CH2:3][N:4]1[C:8]2[CH:9]=[CH:10][C:11]([CH:13]([C:15]3[CH:19]=[CH:18][NH:17][N:16]=3)[CH3:14])=[CH:12][C:7]=2[S:6][C:5]1=[O:20].Br[C:22]1[N:27]=[CH:26][C:25]([O:28][CH2:29][C:30]([O:32][CH2:33][CH3:34])=[O:31])=[CH:24][CH:23]=1.C(=O)([O-])[O-].[K+].[K+].N1CCC[C@H]1C(O)=O. Product: [CH3:1][O:2][CH2:3][N:4]1[C:8]2[CH:9]=[CH:10][C:11]([CH:13]([C:15]3[CH:19]=[CH:18][N:17]([C:22]4[N:27]=[CH:26][C:25]([O:28][CH2:29][C:30]([O:32][CH2:33][CH3:34])=[O:31])=[CH:24][CH:23]=4)[N:16]=3)[CH3:14])=[CH:12][C:7]=2[S:6][C:5]1=[O:20]. The catalyst class is: 419. (5) Reactant: [OH:1][C:2]1[C:11]([N+:12]([O-:14])=[O:13])=[CH:10][C:5]([C:6]([O:8][CH3:9])=[O:7])=[C:4]([CH3:15])[CH:3]=1.C(=O)([O-])[O-].[K+].[K+].[CH2:22](Br)[C:23]1[CH:28]=[CH:27][CH:26]=[CH:25][CH:24]=1.O. Product: [CH2:22]([O:1][C:2]1[C:11]([N+:12]([O-:14])=[O:13])=[CH:10][C:5]([C:6]([O:8][CH3:9])=[O:7])=[C:4]([CH3:15])[CH:3]=1)[C:23]1[CH:28]=[CH:27][CH:26]=[CH:25][CH:24]=1. The catalyst class is: 9.